The task is: Predict the reactants needed to synthesize the given product.. This data is from Full USPTO retrosynthesis dataset with 1.9M reactions from patents (1976-2016). The reactants are: CC(C)([O-])C.[K+].[C:7]([C:9]1[CH:10]=[C:11]([C:23]2[N:28]=[CH:27][N:26]=[C:25]([NH:29][C:30]3[CH:35]=[CH:34][C:33]([CH:36]4[CH2:41][CH2:40][N:39]([C:42]([O:44][C:45]([CH3:48])([CH3:47])[CH3:46])=[O:43])[CH2:38][CH2:37]4)=[CH:32][CH:31]=3)[N:24]=2)[CH:12]=[CH:13][C:14]=1[O:15][C@H:16]1[CH2:21][CH2:20][O:19][CH2:18][C@H:17]1[F:22])#[N:8].F[C@H]1[C@@H](O)CCOC1.C(C1C=C(C2N=CN=C(NC3C=CC(C4CCN(C(OC(C)(C)C)=O)CC4)=CC=3)N=2)C=CC=1F)#N. Given the product [C:7]([C:9]1[CH:10]=[C:11]([C:23]2[N:28]=[CH:27][N:26]=[C:25]([NH:29][C:30]3[CH:31]=[CH:32][C:33]([CH:36]4[CH2:41][CH2:40][N:39]([C:42]([O:44][C:45]([CH3:48])([CH3:47])[CH3:46])=[O:43])[CH2:38][CH2:37]4)=[CH:34][CH:35]=3)[N:24]=2)[CH:12]=[CH:13][C:14]=1[O:15][C@H:16]1[CH2:21][CH2:20][O:19][CH2:18][C@H:17]1[F:22])#[N:8], predict the reactants needed to synthesize it.